Dataset: Forward reaction prediction with 1.9M reactions from USPTO patents (1976-2016). Task: Predict the product of the given reaction. (1) Given the reactants C[O:2][C:3](=[O:31])[CH2:4][NH:5][C:6]1[N:11]=[C:10]([NH:12][CH2:13][CH:14]2[CH2:19][CH2:18][CH:17]([NH:20][C:21]([O:23][C:24]([CH3:27])([CH3:26])[CH3:25])=[O:22])[CH2:16][CH2:15]2)[C:9]([N+:28]([O-:30])=[O:29])=[CH:8][N:7]=1.O.[OH-].[Li+], predict the reaction product. The product is: [C:24]([O:23][C:21]([NH:20][CH:17]1[CH2:18][CH2:19][CH:14]([CH2:13][NH:12][C:10]2[C:9]([N+:28]([O-:30])=[O:29])=[CH:8][N:7]=[C:6]([NH:5][CH2:4][C:3]([OH:31])=[O:2])[N:11]=2)[CH2:15][CH2:16]1)=[O:22])([CH3:27])([CH3:25])[CH3:26]. (2) Given the reactants [CH2:1]([O:3][C:4]([C:6]1[S:7][C:8]([S:23][CH3:24])=[C:9]2[C:14](=O)[CH:13]([CH:16](OCC)OCC)[CH2:12][CH2:11][C:10]=12)=[O:5])[CH3:2].O.[CH3:26][NH:27][NH2:28].Cl, predict the reaction product. The product is: [CH2:1]([O:3][C:4]([C:6]1[S:7][C:8]([S:23][CH3:24])=[C:9]2[C:14]3[N:27]([CH3:26])[N:28]=[CH:16][C:13]=3[CH2:12][CH2:11][C:10]=12)=[O:5])[CH3:2].